From a dataset of Forward reaction prediction with 1.9M reactions from USPTO patents (1976-2016). Predict the product of the given reaction. (1) The product is: [ClH:43].[ClH:42].[NH2:1][C:2]1[N:7]=[CH:6][N:5]=[C:4]2[N:8]([CH:29]3[CH2:34][CH2:33][NH:32][CH2:31][CH2:30]3)[N:9]=[C:10]([C:11]3[CH:16]=[CH:15][C:14]([NH:17][C:18]([NH:20][C:21]4[CH:26]=[CH:25][CH:24]=[C:23]([CH3:27])[CH:22]=4)=[O:19])=[C:13]([F:28])[CH:12]=3)[C:3]=12. Given the reactants [NH2:1][C:2]1[N:7]=[CH:6][N:5]=[C:4]2[N:8]([CH:29]3[CH2:34][CH2:33][N:32](C(OC(C)(C)C)=O)[CH2:31][CH2:30]3)[N:9]=[C:10]([C:11]3[CH:16]=[CH:15][C:14]([NH:17][C:18]([NH:20][C:21]4[CH:22]=[C:23]([CH3:27])[CH:24]=[CH:25][CH:26]=4)=[O:19])=[C:13]([F:28])[CH:12]=3)[C:3]=12.[ClH:42].[Cl:43]CCl, predict the reaction product. (2) Given the reactants [NH:1]1[CH2:6][CH2:5][CH:4]([N:7]2[CH2:10][C:9]([CH2:33][C:34]#[N:35])([N:11]3[CH:15]=[C:14]([C:16]4[C:17]5[CH:24]=[CH:23][N:22](COCC[Si](C)(C)C)[C:18]=5[N:19]=[CH:20][N:21]=4)[CH:13]=[N:12]3)[CH2:8]2)[CH2:3][CH2:2]1.Cl[C:37]([O:39][CH2:40][CH2:41][CH3:42])=[O:38].C(Cl)Cl.C(O)(C(F)(F)F)=O.C(N)CN, predict the reaction product. The product is: [C:34]([CH2:33][C:9]1([N:11]2[CH:15]=[C:14]([C:16]3[C:17]4[CH:24]=[CH:23][NH:22][C:18]=4[N:19]=[CH:20][N:21]=3)[CH:13]=[N:12]2)[CH2:8][N:7]([CH:4]2[CH2:3][CH2:2][N:1]([C:37]([O:39][CH2:40][CH2:41][CH3:42])=[O:38])[CH2:6][CH2:5]2)[CH2:10]1)#[N:35]. (3) Given the reactants [CH2:1]([CH:8]1[CH2:14][NH:13][C:12](=[O:15])[CH2:11][N:10]([S:16]([C:19]2[CH:24]=[CH:23][C:22]([Cl:25])=[CH:21][CH:20]=2)(=[O:18])=[O:17])[C:9]1=[O:26])[C:2]1[CH:7]=[CH:6][CH:5]=[CH:4][CH:3]=1.Br[CH2:28][C:29]([O:31][C:32]([CH3:35])([CH3:34])[CH3:33])=[O:30].[H-].[Na+], predict the reaction product. The product is: [CH2:1]([CH:8]1[CH2:14][N:13]([CH2:28][C:29]([O:31][C:32]([CH3:35])([CH3:34])[CH3:33])=[O:30])[C:12](=[O:15])[CH2:11][N:10]([S:16]([C:19]2[CH:20]=[CH:21][C:22]([Cl:25])=[CH:23][CH:24]=2)(=[O:17])=[O:18])[C:9]1=[O:26])[C:2]1[CH:3]=[CH:4][CH:5]=[CH:6][CH:7]=1. (4) Given the reactants [CH3:1][O:2][C:3]1[CH:8]=[CH:7][CH:6]=[CH:5][C:4]=1[CH:9]([CH3:22])[CH2:10][N:11]1C(=O)C2C(=CC=CC=2)C1=O.NN, predict the reaction product. The product is: [CH3:1][O:2][C:3]1[CH:8]=[CH:7][CH:6]=[CH:5][C:4]=1[CH:9]([CH3:22])[CH2:10][NH2:11].